From a dataset of Reaction yield outcomes from USPTO patents with 853,638 reactions. Predict the reaction yield, written as a fraction of the theoretical maximum amount of product (1.0 means a 100% yield; for example, 0.34 means a 34% yield). (1) The reactants are [CH3:13][C:12]([O:11][C:9](O[C:9]([O:11][C:12]([CH3:15])([CH3:14])[CH3:13])=[O:10])=[O:10])([CH3:15])[CH3:14].Cl.[OH:17][C:18]1[CH:27]=[CH:26][C:25]2[CH:24]([C:28]([O:30][CH2:31][CH3:32])=[O:29])[NH:23][CH2:22][CH2:21][C:20]=2[N:19]=1.C1COCC1.[Na+].[Cl-]. The catalyst is O. The product is [OH:17][C:18]1[CH:27]=[CH:26][C:25]2[CH:24]([C:28]([O:30][CH2:31][CH3:32])=[O:29])[N:23]([C:9]([O:11][C:12]([CH3:13])([CH3:14])[CH3:15])=[O:10])[CH2:22][CH2:21][C:20]=2[N:19]=1. The yield is 0.660. (2) The reactants are [CH2:1]([C:4]1[S:5][CH:6]=[CH:7][CH:8]=1)[CH:2]=[CH2:3].[I:9]N1C(=O)CCC1=O.C([O-])(O)=O.[Na+]. The catalyst is C1COCC1. The product is [I:9][CH2:3][CH2:2][CH2:1][C:4]1[S:5][CH:6]=[CH:7][CH:8]=1. The yield is 0.610. (3) The reactants are [Cl:1][C:2]1[C:3]([C:8]([OH:10])=O)=[N:4][N:5]([CH3:7])[CH:6]=1.O1CCCC1.C(Cl)(=O)C(Cl)=O.[NH2:22][C:23]1[CH:24]=[C:25]([CH:42]=[CH:43][C:44]=1[CH3:45])[O:26][C:27]1[CH:28]=[CH:29][C:30]2[N:31]([CH:33]=[C:34]([NH:36][C:37]([CH:39]3[CH2:41][CH2:40]3)=[O:38])[N:35]=2)[N:32]=1. The catalyst is CN(C)C=O.CN(C)C(=O)C. The product is [Cl:1][C:2]1[C:3]([C:8]([NH:22][C:23]2[CH:24]=[C:25]([O:26][C:27]3[CH:28]=[CH:29][C:30]4[N:31]([CH:33]=[C:34]([NH:36][C:37]([CH:39]5[CH2:40][CH2:41]5)=[O:38])[N:35]=4)[N:32]=3)[CH:42]=[CH:43][C:44]=2[CH3:45])=[O:10])=[N:4][N:5]([CH3:7])[CH:6]=1. The yield is 0.820. (4) The reactants are [CH3:1][CH:2]1[C:6](=[O:7])[CH:5]=[C:4]([CH3:8])[O:3]1.[Si:9](OS(C(F)(F)F)(=O)=O)([C:12]([CH3:15])([CH3:14])[CH3:13])([CH3:11])[CH3:10]. The catalyst is C(Cl)Cl. The product is [CH3:13][C:12]([Si:9]([CH3:11])([CH3:10])[O:7][C:6]1[CH:5]=[C:4]([CH3:8])[O:3][C:2]=1[CH3:1])([CH3:15])[CH3:14]. The yield is 0.890. (5) The reactants are Cl.[NH:2]1[CH2:5][CH:4]([CH2:6][C:7]2[N:15]3[C:10]([C:11]([NH2:16])=[N:12][CH:13]=[N:14]3)=[C:9]([C:17]3[CH:18]=[CH:19][C:20]4[C:24]([CH:25]=3)=[N:23][N:22]([CH2:26][C:27]3[CH:32]=[CH:31][CH:30]=[CH:29][CH:28]=3)[CH:21]=4)[CH:8]=2)[CH2:3]1.[CH3:33][S:34](Cl)(=[O:36])=[O:35].C(N(CC)C(C)C)(C)C. The catalyst is CN(C=O)C. The product is [CH2:26]([N:22]1[CH:21]=[C:20]2[C:24]([CH:25]=[C:17]([C:9]3[CH:8]=[C:7]([CH2:6][CH:4]4[CH2:5][N:2]([S:34]([CH3:33])(=[O:36])=[O:35])[CH2:3]4)[N:15]4[C:10]=3[C:11]([NH2:16])=[N:12][CH:13]=[N:14]4)[CH:18]=[CH:19]2)=[N:23]1)[C:27]1[CH:32]=[CH:31][CH:30]=[CH:29][CH:28]=1. The yield is 0.170.